Dataset: Full USPTO retrosynthesis dataset with 1.9M reactions from patents (1976-2016). Task: Predict the reactants needed to synthesize the given product. Given the product [CH3:1][N:2]1[CH:4]=[C:5]([C:6]([OH:7])=[O:20])[C:18]2[C:9](=[N:10][C:11]3[C:16]([N:17]=2)=[CH:15][CH:14]=[CH:13][CH:12]=3)[C:8]1=[O:19], predict the reactants needed to synthesize it. The reactants are: [CH3:1][N:2]([CH:4]=[C:5]1[C:18]2[C:9](=[N:10][C:11]3[C:16]([N:17]=2)=[CH:15][CH:14]=[CH:13][CH:12]=3)[C:8](=[O:19])[O:7][C:6]1=[O:20])C.CN.